This data is from Catalyst prediction with 721,799 reactions and 888 catalyst types from USPTO. The task is: Predict which catalyst facilitates the given reaction. (1) Reactant: F[C:2]1[CH:7]=[CH:6][C:5]([C:8]([F:11])([F:10])[F:9])=[CH:4][C:3]=1[N+:12]([O-:14])=[O:13].[CH3:15][N:16]([CH3:22])[C@@H:17]1[CH2:21][CH2:20][NH:19][CH2:18]1.C([O-])(O)=O.[Na+]. Product: [N+:12]([C:3]1[CH:4]=[C:5]([C:8]([F:11])([F:10])[F:9])[CH:6]=[CH:7][C:2]=1[N:19]1[CH2:20][CH2:21][C@@H:17]([N:16]([CH3:22])[CH3:15])[CH2:18]1)([O-:14])=[O:13]. The catalyst class is: 1. (2) Reactant: [F:1][C:2]1[C:11]([N+:12]([O-])=O)=[CH:10][CH:9]=[C:8]([F:15])[C:3]=1[C:4]([O:6][CH3:7])=[O:5]. Product: [NH2:12][C:11]1[C:2]([F:1])=[C:3]([C:8]([F:15])=[CH:9][CH:10]=1)[C:4]([O:6][CH3:7])=[O:5]. The catalyst class is: 256. (3) Reactant: [Br:1][C:2]1[CH:3]=[C:4]2[C:8](=[CH:9][CH:10]=1)[NH:7][C:6](=[O:11])[CH2:5]2.[CH:12]([C:14]1[NH:15][C:16]([CH3:34])=[C:17]([S:24]([C:27]2[CH:32]=[CH:31][C:30]([CH3:33])=[CH:29][CH:28]=2)(=[O:26])=[O:25])[C:18]=1[CH2:19][CH2:20][C:21]([OH:23])=[O:22])=O.N1CCCCC1. Product: [Br:1][C:2]1[CH:3]=[C:4]2[C:8](=[CH:9][CH:10]=1)[NH:7][C:6](=[O:11])/[C:5]/2=[CH:12]\[C:14]1[NH:15][C:16]([CH3:34])=[C:17]([S:24]([C:27]2[CH:28]=[CH:29][C:30]([CH3:33])=[CH:31][CH:32]=2)(=[O:25])=[O:26])[C:18]=1[CH2:19][CH2:20][C:21]([OH:23])=[O:22]. The catalyst class is: 8. (4) Reactant: [N+:1]([C:4]1[CH:5]=[N:6][NH:7][CH:8]=1)([O-:3])=[O:2].C([O-])([O-])=O.[K+].[K+].Br[CH2:16][C:17]1([CH2:21][OH:22])[CH2:20][O:19][CH2:18]1. Product: [N+:1]([C:4]1[CH:5]=[N:6][N:7]([CH2:16][C:17]2([CH2:21][OH:22])[CH2:20][O:19][CH2:18]2)[CH:8]=1)([O-:3])=[O:2]. The catalyst class is: 10.